From a dataset of Forward reaction prediction with 1.9M reactions from USPTO patents (1976-2016). Predict the product of the given reaction. (1) Given the reactants Br[C:2]1[C:3]([C:9]([CH3:12])([CH3:11])[CH3:10])=[CH:4][C:5]([NH2:8])=[N:6][CH:7]=1.[CH3:13][N:14]([CH3:19])[C:15](=[O:18])[CH:16]=[CH2:17].C(N(CC)CC)C, predict the reaction product. The product is: [NH2:8][C:5]1[N:6]=[CH:7][C:2]([CH:17]=[CH:16][C:15]([N:14]([CH3:19])[CH3:13])=[O:18])=[C:3]([C:9]([CH3:12])([CH3:11])[CH3:10])[CH:4]=1. (2) Given the reactants Cl[C:2]1[N:7]2[N:8]=[CH:9][CH:10]=[C:6]2[N:5]=[C:4]([NH:11][C:12](=[O:23])[C:13]2[CH:18]=[CH:17][C:16]([C:19]([OH:22])([CH3:21])[CH3:20])=[CH:15][CH:14]=2)[CH:3]=1.[NH:24]1[CH2:29][CH2:28][CH2:27][CH:26]([C:30]#[N:31])[CH2:25]1, predict the reaction product. The product is: [C:30]([CH:26]1[CH2:27][CH2:28][CH2:29][N:24]([C:2]2[N:7]3[N:8]=[CH:9][CH:10]=[C:6]3[N:5]=[C:4]([NH:11][C:12](=[O:23])[C:13]3[CH:18]=[CH:17][C:16]([C:19]([OH:22])([CH3:21])[CH3:20])=[CH:15][CH:14]=3)[CH:3]=2)[CH2:25]1)#[N:31]. (3) Given the reactants [Cl:1][C:2]1[C:3]([C:9]([OH:11])=[O:10])=[N:4][C:5](Cl)=[CH:6][CH:7]=1.[NH:12]1[CH2:17][CH2:16][O:15][CH2:14][CH2:13]1, predict the reaction product. The product is: [Cl:1][C:2]1[C:3]([C:9]([OH:11])=[O:10])=[N:4][C:5]([N:12]2[CH2:17][CH2:16][O:15][CH2:14][CH2:13]2)=[CH:6][CH:7]=1. (4) Given the reactants C([Li])(CC)C.CC12CO[C:10]([CH2:15][O:16][C:17]3[CH:22]=[CH:21][C:20]([C:23]([F:26])([F:25])[F:24])=[CH:19][CH:18]=3)([O:11]C1)[O:9]C2.C[O:28][B:29](OC)[O:30]C, predict the reaction product. The product is: [B:29]([C:18]1[CH:19]=[C:20]([C:23]([F:26])([F:25])[F:24])[CH:21]=[CH:22][C:17]=1[O:16][CH2:15][C:10]([OH:11])=[O:9])([OH:30])[OH:28]. (5) The product is: [NH2:7][CH:8]1[CH2:13][CH2:12][N:11]([CH2:14][CH2:15][N:16]2[C:21]3[CH:22]=[C:23]([Cl:26])[CH:24]=[CH:25][C:20]=3[N:19]=[N:18][C:17]2=[O:27])[CH2:10][CH2:9]1. Given the reactants C(OC(=O)[NH:7][CH:8]1[CH2:13][CH2:12][N:11]([CH2:14][CH2:15][N:16]2[C:21]3[CH:22]=[C:23]([Cl:26])[CH:24]=[CH:25][C:20]=3[N:19]=[N:18][C:17]2=[O:27])[CH2:10][CH2:9]1)(C)(C)C.C(O)(C(F)(F)F)=O.NC1CCN(CCN2C3C(=CC(C#N)=CC=3)N=CC2=O)CC1, predict the reaction product. (6) Given the reactants [H-].[H-].[H-].[H-].[Li+].[Al+3].CON(C)[C:10]([CH:12]1[CH2:17][CH2:16][CH2:15][CH:14]([N:18]([CH3:26])[C:19](=[O:25])[O:20][C:21]([CH3:24])([CH3:23])[CH3:22])[CH2:13]1)=[O:11], predict the reaction product. The product is: [CH:10]([CH:12]1[CH2:17][CH2:16][CH2:15][CH:14]([N:18]([CH3:26])[C:19](=[O:25])[O:20][C:21]([CH3:22])([CH3:23])[CH3:24])[CH2:13]1)=[O:11].